Task: Predict which catalyst facilitates the given reaction.. Dataset: Catalyst prediction with 721,799 reactions and 888 catalyst types from USPTO (1) Reactant: [F:1][C:2]1[CH:7]=[C:6]([CH3:8])[C:5]([CH:9]2[C:13](=[O:14])[CH2:12][CH2:11][C:10]2=[O:15])=[C:4]([CH3:16])[CH:3]=1.[C:17](=O)([O-])[O-].[K+].[K+].IC. Product: [F:1][C:2]1[CH:3]=[C:4]([CH3:16])[C:5]([C:9]2[C:13](=[O:14])[CH2:12][CH2:11][C:10]=2[O:15][CH3:17])=[C:6]([CH3:8])[CH:7]=1. The catalyst class is: 7. (2) Reactant: [CH3:1][C:2]1[N:3]=[C:4]([C@H:7]2[CH2:11][CH2:10][CH2:9][N:8]2[C:12]([C:14]2[CH:15]=[C:16]([CH:21]=[CH:22][CH:23]=2)[C:17]([O:19]C)=[O:18])=[O:13])[S:5][CH:6]=1.[Li+].[OH-].Cl. Product: [CH3:1][C:2]1[N:3]=[C:4]([C@H:7]2[CH2:11][CH2:10][CH2:9][N:8]2[C:12]([C:14]2[CH:15]=[C:16]([CH:21]=[CH:22][CH:23]=2)[C:17]([OH:19])=[O:18])=[O:13])[S:5][CH:6]=1. The catalyst class is: 6.